This data is from Peptide-MHC class II binding affinity with 134,281 pairs from IEDB. The task is: Regression. Given a peptide amino acid sequence and an MHC pseudo amino acid sequence, predict their binding affinity value. This is MHC class II binding data. (1) The peptide sequence is KVTFLSQVHPSPLLT. The MHC is DRB4_0101 with pseudo-sequence DRB4_0103. The binding affinity (normalized) is 0.770. (2) The peptide sequence is PANDKFTVFEAAFNDAIKE. The MHC is DRB1_1302 with pseudo-sequence DRB1_1302. The binding affinity (normalized) is 0.494. (3) The peptide sequence is EKKYCAATQFEPLAA. The MHC is HLA-DPA10201-DPB11401 with pseudo-sequence HLA-DPA10201-DPB11401. The binding affinity (normalized) is 0.499. (4) The peptide sequence is PRGVTHDQLNNFRAG. The MHC is DRB1_0901 with pseudo-sequence DRB1_0901. The binding affinity (normalized) is 0.263.